This data is from Experimentally validated miRNA-target interactions with 360,000+ pairs, plus equal number of negative samples. The task is: Binary Classification. Given a miRNA mature sequence and a target amino acid sequence, predict their likelihood of interaction. (1) The miRNA is rno-miR-15b-5p with sequence UAGCAGCACAUCAUGGUUUACA. Result: 0 (no interaction). The protein sequence of the target gene is MELKVWVDGVQRIVCGVTEVTTCQEVVIALAQAIGRTGRYTLIEKWRDTERHLAPHENPIVSLNKWGQYASDVQLILRRTGPSLSERPTSDSVARIPERTLYRQSLPPLAKLRPQADKSIRRREPKRKSLTFTGGAKGLTDIFGKGKETEFRQKVLSNCRATAEELKRLIRLQTGKLQAIEKQLESSEAEIRFWEQKYSCSLEEEIVRLEQRIKRNDVEIEEEEFWENELQIEQENEKQLQDQLEEIRQKVTDCEGRLKDYLAQIHTMESGLQAEKLHREVQEAQVNEEEVKGKIEKVKG.... (2) The miRNA is hsa-miR-26b-5p with sequence UUCAAGUAAUUCAGGAUAGGU. The protein sequence of the target gene is MAAPASRQVRRRARAAPRPRSAEDWWWDRLAPRGSGYHLLQSDSMLLVLSEPGPARPRAQRRASRRTPRQPPRGPSAAAKPKAGLRSEAAAAPAPAPAPTPTPEEGPDAGWGDRIPLEILVQIFGLLVAADGPMPFLGRAARVCRRWQEAASQPALWHTVTLSSPLVGRPAKGGVKAEKKLLASLEWLMPNRFSQLQRLTLIHWKSQVHPVLKLVGECCPRLTFLKLSGCHGVTADALVMLAKACCQLHSLDLQHSMVESTAVVSFLEEAGSRMRKLWLTYSSQTTAILGALLGSCCPQL.... Result: 1 (interaction). (3) The miRNA is hsa-miR-4632-5p with sequence GAGGGCAGCGUGGGUGUGGCGGA. The protein sequence of the target gene is MSATSVDQRPKGQGNKVSVQNGSIHQKDAVNDDDFEPYLSSQTNQSNSYPPMSDPYMPSYYAPSIGFPYSLGEAAWSTAGDQPMPYLTTYGQMSNGEHHYIPDGVFSQPGALGNTPPFLGQHGFNFFPGNADFSTWGTSGSQGQSTQSSAYSSSYGYPPSSLGRAITDGQAGFGNDTLSKVPGISSIEQGMTGLKIGGDLTAAVTKTVGTALSSSGMTSIATNSVPPVSSAAPKPTSWAAIARKPAKPQPKLKPKGNVGIGGSAVPPPPIKHNMNIGTWDEKGSVVKAPPTQPVLPPQTI.... Result: 1 (interaction). (4) Result: 0 (no interaction). The miRNA is mmu-miR-1902 with sequence AGAGGUGCAGUAGGCAUGACUU. The protein sequence of the target gene is MISRLLQNNLMSVDPVSSQAMELSDVTLIEGVGNEVMVVAGVVALTLALVLAWLSTYVADSGNNQLLGTIVSAGDTSVLHLGHVDQLVNQGTPEPTEHPHPSGGNDDKAEETSDSGGDATGEPGARGEMEPSLEHLLDIQGLPKRQAGLGSSRPEAPLGLDDGSCLSPSPSLINVRLKFLNDTEELAVARPEDTVGTLKSKYFPGQESQMKLIYQGRLLQDPARTLSSLNITNNCVIHCHRSPPGAAVSGPSASLTPTTEQSSLGVNVGSLMVPVFVVLLGVVWYFRINYRQFFTGPATI.... (5) The miRNA is mmu-miR-883a-5p with sequence UGCUGAGAGAAGUAGCAGUUAC. The protein sequence of the target gene is MKSAKAKTVRKPVIKKGSQTNLKDPVGVYCRVRPLSFPDQECCVEVINSTTLQLHTPEGYRLNRNGDYKETQYSFKRVFGTHTTQKELFDVVANPLVDDLIHGKNGLLFTYGVTGSGKTYTMTGSPGSGGLLPRCLNMIFNSIGSFQAKRYVFKSNDRNSMEIQCEVDALLERQKREALPIPKTPSSKRQADPEFADMINVQEFCKAEEVDEDSVYGVFVSYIEIYNNYIYDLLEEVQFDPIKPKLPQSKTLREDKNHNMYVAGCTEVEVKSTEEAFEVFWRGQKKRRIANTHLNRESSR.... Result: 0 (no interaction). (6) The miRNA is mmu-miR-3075-5p with sequence UGUCUGGGAGCAGCCAAGGAC. The protein sequence of the target gene is MADLKQLMDNEVLMAFTSYATIILAKMMFLSSATAFQRLTNKVFANPEDCAGFGKGENAKKFLRTDEKVERVRRAHLNDLENIVPFLGIGLLYSLSGPDLSTALIHFRIFVGARIYHTIAYLTPLPQPNRGLAFFVGYGVTLSMAYRLLRSRLYL. Result: 0 (no interaction).